From a dataset of Forward reaction prediction with 1.9M reactions from USPTO patents (1976-2016). Predict the product of the given reaction. (1) Given the reactants [Cl:1][C:2]1[CH:7]=[CH:6][CH:5]=[CH:4][C:3]=1[C@H:8]([O:10][C:11]1[CH:15]=[C:14]([N:16]2[C:20]3[CH:21]=[CH:22][C:23]([C:25]4[CH:30]=[CH:29][N:28]=[C:27](F)[CH:26]=4)=[CH:24][C:19]=3[N:18]=[CH:17]2)[S:13][C:12]=1[C:32]([NH2:34])=[O:33])[CH3:9].[N:35]1([CH2:41][CH2:42][NH2:43])[CH2:40][CH2:39][O:38][CH2:37][CH2:36]1, predict the reaction product. The product is: [Cl:1][C:2]1[CH:7]=[CH:6][CH:5]=[CH:4][C:3]=1[C@H:8]([O:10][C:11]1[CH:15]=[C:14]([N:16]2[C:20]3[CH:21]=[CH:22][C:23]([C:25]4[CH:30]=[CH:29][N:28]=[C:27]([NH:43][CH2:42][CH2:41][N:35]5[CH2:40][CH2:39][O:38][CH2:37][CH2:36]5)[CH:26]=4)=[CH:24][C:19]=3[N:18]=[CH:17]2)[S:13][C:12]=1[C:32]([NH2:34])=[O:33])[CH3:9]. (2) Given the reactants [F:1][C:2]([C:10]1[N:14]2[CH:15]=[C:16]([C:19]3[CH:24]=[CH:23][C:22]([O:25][C:26]([F:29])([F:28])[F:27])=[CH:21][CH:20]=3)[CH:17]=[CH:18][C:13]2=[N:12][N:11]=1)([F:9])[CH2:3][O:4][CH2:5][CH:6]1[CH2:8][O:7]1.[Cl:30][C:31]1[CH:36]=[CH:35][CH:34]=[CH:33][C:32]=1[OH:37].C(=O)([O-])[O-].[K+].[K+].[H-].[Na+], predict the reaction product. The product is: [Cl:30][C:31]1[CH:36]=[CH:35][CH:34]=[CH:33][C:32]=1[O:37][CH2:8][CH:6]([OH:7])[CH2:5][O:4][CH2:3][C:2]([F:9])([F:1])[C:10]1[N:14]2[CH:15]=[C:16]([C:19]3[CH:24]=[CH:23][C:22]([O:25][C:26]([F:27])([F:28])[F:29])=[CH:21][CH:20]=3)[CH:17]=[CH:18][C:13]2=[N:12][N:11]=1.